Task: Predict the product of the given reaction.. Dataset: Forward reaction prediction with 1.9M reactions from USPTO patents (1976-2016) Given the reactants [Br:1][C:2]1[CH:7]=[C:6]([C:8]([F:11])([F:10])[F:9])[C:5]([N:12]([CH2:18][C:19]2[CH:24]=[CH:23][CH:22]=[C:21]([C:25]([F:28])([F:27])[F:26])[CH:20]=2)[C:13](=[O:17])[O:14][CH2:15][CH3:16])=[C:4]([N+:29]([O-])=O)[CH:3]=1.[BH4-].[Na+].Cl.C(=O)(O)[O-].[Na+], predict the reaction product. The product is: [NH2:29][C:4]1[CH:3]=[C:2]([Br:1])[CH:7]=[C:6]([C:8]([F:9])([F:10])[F:11])[C:5]=1[N:12]([CH2:18][C:19]1[CH:24]=[CH:23][CH:22]=[C:21]([C:25]([F:28])([F:26])[F:27])[CH:20]=1)[C:13](=[O:17])[O:14][CH2:15][CH3:16].